Dataset: Merck oncology drug combination screen with 23,052 pairs across 39 cell lines. Task: Regression. Given two drug SMILES strings and cell line genomic features, predict the synergy score measuring deviation from expected non-interaction effect. (1) Drug 1: O=C(O)C1(Cc2cccc(Nc3nccs3)n2)CCC(Oc2cccc(Cl)c2F)CC1. Drug 2: Cn1c(=O)n(-c2ccc(C(C)(C)C#N)cc2)c2c3cc(-c4cnc5ccccc5c4)ccc3ncc21. Cell line: OV90. Synergy scores: synergy=16.6. (2) Drug 1: CCC1(O)CC2CN(CCc3c([nH]c4ccccc34)C(C(=O)OC)(c3cc4c(cc3OC)N(C)C3C(O)(C(=O)OC)C(OC(C)=O)C5(CC)C=CCN6CCC43C65)C2)C1. Drug 2: CC1(c2nc3c(C(N)=O)cccc3[nH]2)CCCN1. Cell line: ZR751. Synergy scores: synergy=-50.8. (3) Drug 1: CN(C)C(=N)N=C(N)N. Drug 2: CS(=O)(=O)CCNCc1ccc(-c2ccc3ncnc(Nc4ccc(OCc5cccc(F)c5)c(Cl)c4)c3c2)o1. Cell line: NCIH23. Synergy scores: synergy=-8.83. (4) Drug 1: CCN(CC)CCNC(=O)c1c(C)[nH]c(C=C2C(=O)Nc3ccc(F)cc32)c1C. Drug 2: COC1=C2CC(C)CC(OC)C(O)C(C)C=C(C)C(OC(N)=O)C(OC)C=CC=C(C)C(=O)NC(=CC1=O)C2=O. Cell line: A427. Synergy scores: synergy=5.29. (5) Drug 1: O=S1(=O)NC2(CN1CC(F)(F)F)C1CCC2Cc2cc(C=CCN3CCC(C(F)(F)F)CC3)ccc2C1. Drug 2: CCc1c2c(nc3ccc(O)cc13)-c1cc3c(c(=O)n1C2)COC(=O)C3(O)CC. Cell line: SKMES1. Synergy scores: synergy=6.84.